This data is from Forward reaction prediction with 1.9M reactions from USPTO patents (1976-2016). The task is: Predict the product of the given reaction. (1) Given the reactants CO[C:3]1[CH:7]=[CH:6][S:5][C:4]=1OC.[Cl:10][CH2:11][CH:12]([OH:15])[CH2:13][OH:14].C1(C)C(S(O)(=O)=O)=CC=CC=1, predict the reaction product. The product is: [Cl:10][CH2:11][CH:12]1[O:15][C:3]2=[CH:4][S:5][CH:6]=[C:7]2[O:14][CH2:13]1. (2) Given the reactants [NH:1]1[C:9]2[C:4](=[CH:5][C:6]([C:10]([OH:12])=[O:11])=[CH:7][CH:8]=2)[CH:3]=[CH:2]1, predict the reaction product. The product is: [C:4]([O:11][C:10]([C:6]1[CH:5]=[C:4]2[C:9](=[CH:8][CH:7]=1)[NH:1][CH:2]=[CH:3]2)=[O:12])([CH3:9])([CH3:5])[CH3:3]. (3) Given the reactants [C:1]([C:3]1[CH:4]=[C:5](B(O)O)[CH:6]=[CH:7][CH:8]=1)#[N:2].Br[C:13]1[CH:18]=[CH:17][C:16]([C:19]2[O:20][C:21]([CH3:32])=[C:22]([CH2:24][CH2:25][N:26]3[CH2:30][CH2:29][CH2:28][C@H:27]3[CH3:31])[N:23]=2)=[CH:15][CH:14]=1, predict the reaction product. The product is: [CH3:32][C:21]1[O:20][C:19]([C:16]2[CH:17]=[CH:18][C:13]([C:7]3[CH:6]=[CH:5][CH:4]=[C:3]([C:1]#[N:2])[CH:8]=3)=[CH:14][CH:15]=2)=[N:23][C:22]=1[CH2:24][CH2:25][N:26]1[CH2:30][CH2:29][CH2:28][C@H:27]1[CH3:31]. (4) Given the reactants [F:1][C:2]1[CH:10]=[C:9]2[C:5]([C:6]([C:12]3[N:13]=[C:14]4[C:20]([C:21]([NH:23][C:24]([CH3:36])([CH3:35])[CH2:25][CH2:26][NH:27]C(=O)OC(C)(C)C)=[O:22])=[CH:19][NH:18][C:15]4=[N:16][CH:17]=3)=[N:7][N:8]2[CH3:11])=[CH:4][CH:3]=1.[F:37][C:38]([F:43])([F:42])[C:39]([OH:41])=[O:40], predict the reaction product. The product is: [F:37][C:38]([F:43])([F:42])[C:39]([OH:41])=[O:40].[NH2:27][CH2:26][CH2:25][C:24]([NH:23][C:21]([C:20]1[C:14]2[C:15](=[N:16][CH:17]=[C:12]([C:6]3[C:5]4[C:9](=[CH:10][C:2]([F:1])=[CH:3][CH:4]=4)[N:8]([CH3:11])[N:7]=3)[N:13]=2)[NH:18][CH:19]=1)=[O:22])([CH3:35])[CH3:36].